Dataset: Forward reaction prediction with 1.9M reactions from USPTO patents (1976-2016). Task: Predict the product of the given reaction. (1) Given the reactants [C:1]1([C:7]2[C:11]3[CH2:12][NH:13][CH2:14][CH2:15][C:10]=3[NH:9][N:8]=2)[CH:6]=[CH:5][CH:4]=[CH:3][CH:2]=1.[C:16]1([CH2:22][NH2:23])[CH:21]=[CH:20][CH:19]=[CH:18][CH:17]=1.C1N=CN([C:29](N2C=NC=C2)=[O:30])C=1.O, predict the reaction product. The product is: [CH2:22]([NH:23][C:29]([N:13]1[CH2:14][CH2:15][C:10]2[NH:9][N:8]=[C:7]([C:1]3[CH:2]=[CH:3][CH:4]=[CH:5][CH:6]=3)[C:11]=2[CH2:12]1)=[O:30])[C:16]1[CH:21]=[CH:20][CH:19]=[CH:18][CH:17]=1. (2) Given the reactants [CH2:1]([C:4]1([S:7]([NH:10][C:11]2[C:19]([NH:20][C:21]3[CH:26]=[CH:25][C:24]([I:27])=[CH:23][C:22]=3[F:28])=[C:18]([F:29])[C:14]3[N:15]=[CH:16][S:17][C:13]=3[CH:12]=2)(=[O:9])=[O:8])[CH2:6][CH2:5]1)[CH:2]=[CH2:3].C[N+]1([O-])CC[O:34]CC1.[OH2:38], predict the reaction product. The product is: [OH:38][CH:2]([CH2:3][OH:34])[CH2:1][C:4]1([S:7]([NH:10][C:11]2[C:19]([NH:20][C:21]3[CH:26]=[CH:25][C:24]([I:27])=[CH:23][C:22]=3[F:28])=[C:18]([F:29])[C:14]3[N:15]=[CH:16][S:17][C:13]=3[CH:12]=2)(=[O:9])=[O:8])[CH2:6][CH2:5]1. (3) Given the reactants [CH3:1][O:2][C:3]1[CH:4]=[C:5]([NH:11][C:12](=[O:28])[CH2:13][N:14]2[C:18]3[C:19]([C:23]([NH:25][CH2:26]C)=[O:24])=[CH:20][CH:21]=[CH:22][C:17]=3[N:16]=[CH:15]2)[CH:6]=[C:7]([O:9][CH3:10])[CH:8]=1.[CH3:29]OC1C=C(NC(=O)CN2C3C(C(O)=O)=CC=CC=3N=C2)C=C(OC)C=1.[Cl-].C[NH2+]C, predict the reaction product. The product is: [CH3:1][O:2][C:3]1[CH:4]=[C:5]([NH:11][C:12](=[O:28])[CH2:13][N:14]2[C:18]3[C:19]([C:23]([N:25]([CH3:26])[CH3:29])=[O:24])=[CH:20][CH:21]=[CH:22][C:17]=3[N:16]=[CH:15]2)[CH:6]=[C:7]([O:9][CH3:10])[CH:8]=1. (4) Given the reactants [C:1]([C:3]1[CH:10]=[CH:9][C:6]([NH:7][CH3:8])=[CH:5][CH:4]=1)#[N:2].[C:11]1([N:17]([CH2:32][CH2:33][C:34]([O:36][CH2:37][CH3:38])=[O:35])[C:18]([C:20]2[CH:21]=[CH:22][C:23]3[S:27][C:26]([CH2:28]OC)=[N:25][C:24]=3[CH:31]=2)=[O:19])[CH:16]=[CH:15][CH:14]=[CH:13][CH:12]=1, predict the reaction product. The product is: [C:11]1([N:17]([CH2:32][CH2:33][C:34]([O:36][CH2:37][CH3:38])=[O:35])[C:18]([C:20]2[CH:21]=[CH:22][C:23]3[S:27][C:26]([CH2:28][N:7]([C:6]4[CH:9]=[CH:10][C:3]([C:1]#[N:2])=[CH:4][CH:5]=4)[CH3:8])=[N:25][C:24]=3[CH:31]=2)=[O:19])[CH:12]=[CH:13][CH:14]=[CH:15][CH:16]=1. (5) Given the reactants [NH2:1][C:2]1[CH:3]=[CH:4][C:5]2[C:11]([CH3:13])([CH3:12])[CH2:10][CH2:9][C:8](=[O:14])[N:7]([CH2:15][CH3:16])[C:6]=2[CH:17]=1.Cl[C:19]1[N:24]=[C:23]([NH:25][C:26]2[CH:35]=[CH:34][CH:33]=[CH:32][C:27]=2[C:28]([NH:30][CH3:31])=[O:29])[C:22]([Cl:36])=[CH:21][N:20]=1, predict the reaction product. The product is: [Cl:36][C:22]1[C:23]([NH:25][C:26]2[CH:35]=[CH:34][CH:33]=[CH:32][C:27]=2[C:28]([NH:30][CH3:31])=[O:29])=[N:24][C:19]([NH:1][C:2]2[CH:3]=[CH:4][C:5]3[C:11]([CH3:12])([CH3:13])[CH2:10][CH2:9][C:8](=[O:14])[N:7]([CH2:15][CH3:16])[C:6]=3[CH:17]=2)=[N:20][CH:21]=1. (6) Given the reactants [O:1]1[CH2:5][C:4](=O)[N:3]=[C-:2]1.[H-].[Na+].[Cl:9][C:10]1[CH:11]=[CH:12][C:13](F)=[C:14]([CH:17]=1)[C:15]#[N:16].CN(C)C=[O:22], predict the reaction product. The product is: [Cl:9][C:10]1[CH:11]=[CH:12][C:13]([N:3]2[CH2:4][CH2:5][O:1][C:2]2=[O:22])=[C:14]([CH:17]=1)[C:15]#[N:16]. (7) Given the reactants [NH2:1][C:2]1[CH:7]=[C:6]([S:8]([NH:11][C:12]2[CH:17]=[CH:16][CH:15]=[CH:14][CH:13]=2)(=[O:10])=[O:9])[CH:5]=[CH:4][C:3]=1[N:18]1[CH2:24][CH2:23][CH2:22][N:21](C(OC(C)(C)C)=O)[CH2:20][CH2:19]1.N1C=CC=CC=1.CCN(CC)CC.[C:45]1([S:51]([Cl:54])(=[O:53])=[O:52])[CH:50]=[CH:49][CH:48]=[CH:47][CH:46]=1.[OH-].[K+], predict the reaction product. The product is: [ClH:54].[N:18]1([C:3]2[CH:4]=[CH:5][C:6]([S:8]([NH:11][C:12]3[CH:17]=[CH:16][CH:15]=[CH:14][CH:13]=3)(=[O:9])=[O:10])=[CH:7][C:2]=2[NH:1][S:51]([C:45]2[CH:50]=[CH:49][CH:48]=[CH:47][CH:46]=2)(=[O:53])=[O:52])[CH2:24][CH2:23][CH2:22][NH:21][CH2:20][CH2:19]1.